This data is from NCI-60 drug combinations with 297,098 pairs across 59 cell lines. The task is: Regression. Given two drug SMILES strings and cell line genomic features, predict the synergy score measuring deviation from expected non-interaction effect. (1) Drug 1: CC1=C(N=C(N=C1N)C(CC(=O)N)NCC(C(=O)N)N)C(=O)NC(C(C2=CN=CN2)OC3C(C(C(C(O3)CO)O)O)OC4C(C(C(C(O4)CO)O)OC(=O)N)O)C(=O)NC(C)C(C(C)C(=O)NC(C(C)O)C(=O)NCCC5=NC(=CS5)C6=NC(=CS6)C(=O)NCCC[S+](C)C)O. Drug 2: N.N.Cl[Pt+2]Cl. Cell line: DU-145. Synergy scores: CSS=56.3, Synergy_ZIP=-1.38, Synergy_Bliss=0.0320, Synergy_Loewe=-4.51, Synergy_HSA=3.54. (2) Drug 1: CC(C)(C#N)C1=CC(=CC(=C1)CN2C=NC=N2)C(C)(C)C#N. Drug 2: CC(C)CN1C=NC2=C1C3=CC=CC=C3N=C2N. Cell line: KM12. Synergy scores: CSS=-7.29, Synergy_ZIP=3.36, Synergy_Bliss=-5.86, Synergy_Loewe=-7.45, Synergy_HSA=-10.8. (3) Drug 2: CS(=O)(=O)CCNCC1=CC=C(O1)C2=CC3=C(C=C2)N=CN=C3NC4=CC(=C(C=C4)OCC5=CC(=CC=C5)F)Cl. Cell line: OVCAR-8. Drug 1: C1CCN(CC1)CCOC2=CC=C(C=C2)C(=O)C3=C(SC4=C3C=CC(=C4)O)C5=CC=C(C=C5)O. Synergy scores: CSS=10.2, Synergy_ZIP=2.99, Synergy_Bliss=4.14, Synergy_Loewe=-1.99, Synergy_HSA=1.59.